Dataset: Catalyst prediction with 721,799 reactions and 888 catalyst types from USPTO. Task: Predict which catalyst facilitates the given reaction. (1) Reactant: O=[C:2]1[CH:7]([C:8]([O:10][CH2:11][CH3:12])=[O:9])[CH2:6][CH2:5][CH2:4][NH:3]1.F[B-](F)(F)F.C[O+](C)C.[CH3:22][O:23][C:24]1[N:29]=[C:28]([C:30]([NH:32][NH2:33])=O)[CH:27]=[CH:26][C:25]=1[N:34]1[CH:38]=[C:37]([CH3:39])[N:36]=[CH:35]1. Product: [CH3:22][O:23][C:24]1[N:29]=[C:28]([C:30]2[N:3]3[CH2:4][CH2:5][CH2:6][CH:7]([C:8]([O:10][CH2:11][CH3:12])=[O:9])[C:2]3=[N:33][N:32]=2)[CH:27]=[CH:26][C:25]=1[N:34]1[CH:38]=[C:37]([CH3:39])[N:36]=[CH:35]1. The catalyst class is: 10. (2) Product: [Cl:1][C:2]1[CH:3]=[CH:4][C:5]([O:15][CH2:16][C:17]2[C:22]([F:23])=[CH:21][CH:20]=[CH:19][C:18]=2[F:24])=[C:6]([C:8]2[N:25]([C:26]3[CH:27]=[C:28]([C:32]([CH3:35])=[CH:33][CH:34]=3)[C:29]([OH:31])=[O:30])[C:11]([CH3:12])=[CH:10][CH:9]=2)[CH:7]=1. The catalyst class is: 291. Reactant: [Cl:1][C:2]1[CH:3]=[CH:4][C:5]([O:15][CH2:16][C:17]2[C:22]([F:23])=[CH:21][CH:20]=[CH:19][C:18]=2[F:24])=[C:6]([C:8](=O)[CH2:9][CH2:10][C:11](=O)[CH3:12])[CH:7]=1.[NH2:25][C:26]1[CH:27]=[C:28]([C:32]([CH3:35])=[CH:33][CH:34]=1)[C:29]([OH:31])=[O:30].CC1C=CC(S(O)(=O)=O)=CC=1. (3) Reactant: [C:1]([C:4]1[CH:5]=[CH:6][C:7]([OH:39])=[C:8]([S:10]([NH:13][CH2:14][CH2:15][C:16]2[CH:21]=[CH:20][C:19]([C:22]3[CH:27]=[CH:26][CH:25]=[CH:24][C:23]=3[S:28]([CH3:31])(=[O:30])=[O:29])=[CH:18][C:17]=2[O:32][CH2:33][C:34]([O:36]CC)=[O:35])(=[O:12])=[O:11])[CH:9]=1)(=[NH:3])[NH2:2].[OH-].[Na+].[ClH:42]. The catalyst class is: 10. Product: [ClH:42].[C:1]([C:4]1[CH:5]=[CH:6][C:7]([OH:39])=[C:8]([S:10]([NH:13][CH2:14][CH2:15][C:16]2[CH:21]=[CH:20][C:19]([C:22]3[CH:27]=[CH:26][CH:25]=[CH:24][C:23]=3[S:28]([CH3:31])(=[O:30])=[O:29])=[CH:18][C:17]=2[O:32][CH2:33][C:34]([OH:36])=[O:35])(=[O:11])=[O:12])[CH:9]=1)(=[NH:2])[NH2:3]. (4) Reactant: [OH:1][CH2:2][CH2:3][O:4][C:5]1[N:10]=[CH:9][N:8]=[C:7]([NH:11][S:12]([CH:15]=[CH:16][C:17]2[CH:22]=[CH:21][CH:20]=[CH:19][CH:18]=2)(=[O:14])=[O:13])[C:6]=1[C:23]1[CH:28]=[CH:27][C:26]([CH3:29])=[CH:25][CH:24]=1.[H-].[Na+].CN(C=O)C.Cl[C:38]1[CH:43]=[CH:42][C:41]([C:44]([F:47])([F:46])[F:45])=[CH:40][N:39]=1. The catalyst class is: 1. Product: [C:26]1([CH3:29])[CH:27]=[CH:28][C:23]([C:6]2[C:7]([NH:11][S:12]([CH:15]=[CH:16][C:17]3[CH:22]=[CH:21][CH:20]=[CH:19][CH:18]=3)(=[O:13])=[O:14])=[N:8][CH:9]=[N:10][C:5]=2[O:4][CH2:3][CH2:2][O:1][C:38]2[CH:43]=[CH:42][C:41]([C:44]([F:47])([F:46])[F:45])=[CH:40][N:39]=2)=[CH:24][CH:25]=1. (5) Reactant: [CH2:1]([C@@:8]12[CH2:21][CH2:20][C:19](=[O:22])[CH:18]=[C:17]1[CH2:16][CH2:15][C:14]1[CH:13]=[C:12]([C:23]([O:25][CH3:26])=[O:24])[CH:11]=[CH:10][C:9]2=1)[C:2]1[CH:7]=[CH:6][CH:5]=[CH:4][CH:3]=1.ClC(Cl)(Cl)C(O)=O.C([C@H]1N[C@@H](C2OC(C)=CC=2)N(C)C1=O)C1C=CC=CC=1.CC1NC(C)=C(C(OCC)=O)CC=1C(OCC)=O. Product: [CH2:1]([C@@:8]12[CH2:21][CH2:20][C:19](=[O:22])[CH2:18][C@H:17]1[CH2:16][CH2:15][C:14]1[CH:13]=[C:12]([C:23]([O:25][CH3:26])=[O:24])[CH:11]=[CH:10][C:9]2=1)[C:2]1[CH:3]=[CH:4][CH:5]=[CH:6][CH:7]=1. The catalyst class is: 11. (6) Reactant: [Si]([O:8][C@H:9]([C:33]1[CH:38]=[CH:37][C:36]([OH:39])=[C:35]([CH2:40][OH:41])[CH:34]=1)[CH2:10][NH:11][C@H:12]([CH3:32])[CH2:13][C:14]1[CH:15]=[C:16]([CH2:20][C:21]([NH:23][C@@H:24]([C:26]2[CH:31]=[CH:30][CH:29]=[CH:28][CH:27]=2)[CH3:25])=[O:22])[CH:17]=[CH:18][CH:19]=1)(C(C)(C)C)(C)C.ClCCl. Product: [NH3:11].[OH:8][C@H:9]([C:33]1[CH:38]=[CH:37][C:36]([OH:39])=[C:35]([CH2:40][OH:41])[CH:34]=1)[CH2:10][NH:11][C@H:12]([CH3:32])[CH2:13][C:14]1[CH:15]=[C:16]([CH2:20][C:21]([NH:23][C@@H:24]([C:26]2[CH:27]=[CH:28][CH:29]=[CH:30][CH:31]=2)[CH3:25])=[O:22])[CH:17]=[CH:18][CH:19]=1. The catalyst class is: 5. (7) Reactant: [OH:1][CH2:2][C:3]([C@H:5]([C@@H:7]([C@H:9]([CH2:11][OH:12])[OH:10])[OH:8])[OH:6])=[O:4].[OH:13][CH2:14][C@@H:15]([C@H:17]([C@@H:19]([C@@H:21]([CH2:23][OH:24])[OH:22])[OH:20])[OH:18])[OH:16].[CH2:25]([OH:36])[C@H:26]([OH:35])[C@@H:27]([OH:34])[C@H:28]([OH:33])[C:29]([CH:31]=[O:32])=[O:30]. Product: [OH:6][C:5]1[C@@H:7]([C@@H:9]([OH:10])[CH2:11][OH:12])[O:8][C:2](=[O:1])[C:3]=1[OH:4].[OH:24][CH2:23][C@@H:21]([C@H:19]([C@@H:17]([C@@H:15]([CH2:14][OH:13])[OH:16])[OH:18])[OH:20])[OH:22].[OH:32][CH2:31][C:29]([C@H:28]([C@@H:27]([C@H:26]([CH2:25][OH:36])[OH:35])[OH:34])[OH:33])=[O:30].[CH2:11]([OH:12])[C@H:9]([OH:10])[C@@H:7]([OH:8])[C@H:5]([OH:6])[C:3]([CH:2]=[O:1])=[O:4]. The catalyst class is: 610.